Dataset: Catalyst prediction with 721,799 reactions and 888 catalyst types from USPTO. Task: Predict which catalyst facilitates the given reaction. (1) Reactant: C([Li])CCC.Br[C:7]1[C:8]([O:16][CH3:17])=[CH:9][C:10]([N:13]([CH3:15])[CH3:14])=[N:11][CH:12]=1.C([O:21][B:22](OC(C)C)[O:23]C(C)C)(C)C.Cl. Product: [CH3:14][N:13]([CH3:15])[C:10]1[CH:9]=[C:8]([O:16][CH3:17])[C:7]([B:22]([OH:23])[OH:21])=[CH:12][N:11]=1. The catalyst class is: 247. (2) Reactant: P([O-])([O-])([O-])=O.[K+].[K+].[K+].[NH2:9][CH:10]([C:17]1[CH:22]=[CH:21][C:20]([CH3:23])=[CH:19][CH:18]=1)[CH2:11][C:12]([O:14]CC)=[O:13]. Product: [NH2:9][C@H:10]([C:17]1[CH:18]=[CH:19][C:20]([CH3:23])=[CH:21][CH:22]=1)[CH2:11][C:12]([OH:14])=[O:13]. The catalyst class is: 21. (3) Reactant: O[N:2]1[C:6]2C=CC=C[C:5]=2N=N1.Cl.C([N:14]=C=NCCCN(C)C)C.C(N(C(C)C)CC)(C)C.F[C:33](F)(F)[C:34]([OH:36])=O.FC(F)(F)C(O)=O.FC(F)(F)C(O)=O.[NH2:53][C:54]1[N:59]=[C:58]([C:60]2[C:61]([CH3:70])=[CH:62][C:63]([CH3:69])=[C:64]([CH:68]=2)[C:65]([OH:67])=O)[CH:57]=[C:56]([S:71][CH2:72][CH2:73][NH:74]C(=O)C(N)CCN)[N:55]=1. Product: [NH2:53][C:54]1[N:55]=[C:56]2[CH:57]=[C:58]([C:60]3[CH:68]=[C:64]([C:65](=[O:67])[NH:2][CH2:6][CH2:5][CH:33]([NH2:14])[C:34](=[O:36])[NH:74][CH2:73][CH2:72][S:71]2)[C:63]([CH3:69])=[CH:62][C:61]=3[CH3:70])[N:59]=1. The catalyst class is: 54. (4) The catalyst class is: 280. Product: [F:22][C:23]([F:36])([F:35])[S:24]([O:11][C:9]1[CH:8]=[CH:7][CH:6]=[C:5]2[C:10]=1[N:1]=[CH:2][CH:3]=[CH:4]2)(=[O:26])=[O:25]. Reactant: [N:1]1[C:10]2[C:5](=[CH:6][CH:7]=[CH:8][C:9]=2[OH:11])[CH:4]=[CH:3][CH:2]=1.C(Cl)Cl.C(N(CC)CC)C.[F:22][C:23]([F:36])([F:35])[S:24](O[S:24]([C:23]([F:36])([F:35])[F:22])(=[O:26])=[O:25])(=[O:26])=[O:25]. (5) Reactant: [C:1]([O:5][C:6](=[O:19])[C@@H:7]([NH:9][C:10]1[CH:15]=[CH:14][CH:13]=[CH:12][C:11]=1[N+:16]([O-])=O)[CH3:8])([CH3:4])([CH3:3])[CH3:2]. Product: [C:1]([O:5][C:6](=[O:19])[C@@H:7]([NH:9][C:10]1[CH:15]=[CH:14][CH:13]=[CH:12][C:11]=1[NH2:16])[CH3:8])([CH3:2])([CH3:3])[CH3:4]. The catalyst class is: 19. (6) Reactant: [NH:1]1[CH2:5][CH2:4][CH2:3][C:2]1=[O:6].[H-].[Na+].Br[CH2:10][C:11]([O:13][C:14]([CH3:17])([CH3:16])[CH3:15])=[O:12]. Product: [C:14]([O:13][C:11](=[O:12])[CH2:10][N:1]1[CH2:5][CH2:4][CH2:3][C:2]1=[O:6])([CH3:17])([CH3:16])[CH3:15]. The catalyst class is: 1. (7) Reactant: [H-].[Al+3].[Li+].[H-].[H-].[H-].[CH:7]1[N:8]=[CH:9][N:10]2[CH:15]=[CH:14][CH:13]=[C:12]([C:16](OCC)=[O:17])[C:11]=12.O.[OH-].[Na+]. Product: [CH:7]1[N:8]=[CH:9][N:10]2[CH:15]=[CH:14][CH:13]=[C:12]([CH2:16][OH:17])[C:11]=12. The catalyst class is: 49. (8) Reactant: O1CCCC1.[C:6]([NH:14][C:15]1[CH:54]=[CH:53][C:18]([CH2:19][N:20]2[C:26]3[CH:27]=[CH:28][CH:29]=[CH:30][C:25]=3[N:24]([C:31]3[CH:36]=[CH:35][C:34]([CH2:37][NH:38][C:39]([O:41][C:42]([CH3:45])([CH3:44])[CH3:43])=[O:40])=[CH:33][CH:32]=3)[C:23](=[O:46])[CH:22]([CH2:47][C:48]([O:50]C)=[O:49])[C:21]2=[O:52])=[CH:17][CH:16]=1)(=[O:13])[C:7]1[CH:12]=[CH:11][CH:10]=[CH:9][CH:8]=1.[OH-].[Na+].S([O-])(O)(=O)=O.[K+]. Product: [C:6]([NH:14][C:15]1[CH:16]=[CH:17][C:18]([CH2:19][N:20]2[C:26]3[CH:27]=[CH:28][CH:29]=[CH:30][C:25]=3[N:24]([C:31]3[CH:36]=[CH:35][C:34]([CH2:37][NH:38][C:39]([O:41][C:42]([CH3:45])([CH3:44])[CH3:43])=[O:40])=[CH:33][CH:32]=3)[C:23](=[O:46])[CH:22]([CH2:47][C:48]([OH:50])=[O:49])[C:21]2=[O:52])=[CH:53][CH:54]=1)(=[O:13])[C:7]1[CH:12]=[CH:11][CH:10]=[CH:9][CH:8]=1. The catalyst class is: 72.